From a dataset of Forward reaction prediction with 1.9M reactions from USPTO patents (1976-2016). Predict the product of the given reaction. Given the reactants [F:1][C:2]([F:19])([F:18])[C:3]1([C:14]([F:17])([F:16])[F:15])[C:8]2[CH:9]=[CH:10][CH:11]=[CH:12][C:7]=2[NH:6][C:5](=[O:13])[O:4]1.C([O-])(=O)C.[K+].[Br:25]Br, predict the reaction product. The product is: [Br:25][C:10]1[CH:11]=[CH:12][C:7]2[NH:6][C:5](=[O:13])[O:4][C:3]([C:14]([F:17])([F:16])[F:15])([C:2]([F:1])([F:18])[F:19])[C:8]=2[CH:9]=1.